Predict which catalyst facilitates the given reaction. From a dataset of Catalyst prediction with 721,799 reactions and 888 catalyst types from USPTO. (1) Reactant: [H-].[Na+].[I-].C[S+](C)C.[N:8]1[C:17]2[C:12](=[CH:13][C:14]([CH2:18][N:19]3[C:23]4=[N:24][C:25]([N:28]5[CH2:32][CH2:31][C:30](=[O:33])[CH2:29]5)=[CH:26][N:27]=[C:22]4[N:21]=[N:20]3)=[CH:15][CH:16]=2)[CH:11]=[CH:10][CH:9]=1.[CH2:34]1COCC1. Product: [O:33]1[C:30]2([CH2:31][CH2:32][N:28]([C:25]3[N:24]=[C:23]4[N:19]([CH2:18][C:14]5[CH:13]=[C:12]6[C:17](=[CH:16][CH:15]=5)[N:8]=[CH:9][CH:10]=[CH:11]6)[N:20]=[N:21][C:22]4=[N:27][CH:26]=3)[CH2:29]2)[CH2:34]1. The catalyst class is: 16. (2) Reactant: O.[O:2]=[C:3]([N:17]1[CH2:22][CH2:21][N:20]2[C:23]([C:26]([F:29])([F:28])[F:27])=[N:24][N:25]=[C:19]2[CH2:18]1)[CH2:4][C@H:5]([NH2:16])[CH2:6][C:7]1[CH:12]=[C:11]([F:13])[C:10]([F:14])=[CH:9][C:8]=1[F:15].[P:30](=[O:34])([OH:33])([OH:32])[OH:31]. Product: [P:30]([OH:34])([OH:33])([OH:32])=[O:31].[O:2]=[C:3]([N:17]1[CH2:22][CH2:21][N:20]2[C:23]([C:26]([F:29])([F:28])[F:27])=[N:24][N:25]=[C:19]2[CH2:18]1)[CH2:4][C@H:5]([NH2:16])[CH2:6][C:7]1[CH:12]=[C:11]([F:13])[C:10]([F:14])=[CH:9][C:8]=1[F:15]. The catalyst class is: 41. (3) Reactant: [CH2:1]([NH:5][C:6]([CH:8]1[C:16]([CH3:18])([CH3:17])[C:15]2[C:10](=[CH:11][CH:12]=[CH:13][CH:14]=2)[NH:9]1)=[O:7])[CH2:2][CH2:3][CH3:4].[CH2:19]([O:26]N[C@@H](C(=C=O)C)C(O)=O)[C:20]1[CH:25]=[CH:24][CH:23]=[CH:22][CH:21]=1.[CH2:36](N(CC)CC)[CH3:37].[O:56]=[C:52]1[N:51](P(Cl)([N:51]2[CH2:55][CH2:54][O:53][C:52]2=[O:56])=O)[CH2:55][CH2:54][O:53]1. Product: [CH2:1]([NH:5][C:6]([CH:8]1[C:16]([CH3:17])([CH3:18])[C:15]2[C:10](=[CH:11][CH:12]=[CH:13][CH:14]=2)[N:9]1[C:54](=[O:53])[C@@H:55]([NH:51][C:52]([O:26][CH2:19][C:20]1[CH:21]=[CH:22][CH:23]=[CH:24][CH:25]=1)=[O:56])[CH2:36][CH3:37])=[O:7])[CH2:2][CH2:3][CH3:4]. The catalyst class is: 54. (4) Reactant: Br[C:2]1[CH:18]=[C:17]([F:19])[C:5]([O:6][Si:7]([CH:14]([CH3:16])[CH3:15])([CH:11]([CH3:13])[CH3:12])[CH:8]([CH3:10])[CH3:9])=[C:4]([Cl:20])[C:3]=1[CH3:21].C(=O)=O.CC(C)=O.[Li]CCCC.C(O[B:38]1[O:42][C:41]([CH3:44])([CH3:43])[C:40]([CH3:46])([CH3:45])[O:39]1)(C)C. Product: [Cl:20][C:4]1[C:3]([CH3:21])=[C:2]([B:38]2[O:42][C:41]([CH3:44])([CH3:43])[C:40]([CH3:46])([CH3:45])[O:39]2)[CH:18]=[C:17]([F:19])[C:5]=1[O:6][Si:7]([CH:14]([CH3:16])[CH3:15])([CH:11]([CH3:13])[CH3:12])[CH:8]([CH3:10])[CH3:9]. The catalyst class is: 1. (5) Reactant: C(N=C=NC(C)C)(C)C.[CH3:10][C:11]1[O:15][N:14]=[C:13]([NH2:16])[CH:12]=1.[NH:17](C(OC(C)(C)C)=O)[CH2:18][CH2:19][C:20](O)=[O:21].C(Cl)[Cl:31]. Product: [ClH:31].[NH2:17][CH2:18][CH2:19][C:20]([NH:16][C:13]1[CH:12]=[C:11]([CH3:10])[O:15][N:14]=1)=[O:21]. The catalyst class is: 142.